From a dataset of Peptide-MHC class II binding affinity with 134,281 pairs from IEDB. Regression. Given a peptide amino acid sequence and an MHC pseudo amino acid sequence, predict their binding affinity value. This is MHC class II binding data. (1) The peptide sequence is VWREMHHLVEFEPPH. The MHC is DRB1_1101 with pseudo-sequence DRB1_1101. The binding affinity (normalized) is 0.630. (2) The peptide sequence is LLMRRMRRPTGKVTL. The MHC is HLA-DQA10303-DQB10402 with pseudo-sequence HLA-DQA10303-DQB10402. The binding affinity (normalized) is 0. (3) The peptide sequence is TVWEQILNTWLVKPG. The MHC is DRB3_0101 with pseudo-sequence DRB3_0101. The binding affinity (normalized) is 0.219. (4) The peptide sequence is NPFFAVTALTIAYLVKK. The MHC is HLA-DQA10201-DQB10301 with pseudo-sequence HLA-DQA10201-DQB10301. The binding affinity (normalized) is 0.834. (5) The MHC is DRB5_0101 with pseudo-sequence DRB5_0101. The binding affinity (normalized) is 0.0285. The peptide sequence is YLMDEEVPAYDKH.